From a dataset of Peptide-MHC class II binding affinity with 134,281 pairs from IEDB. Regression. Given a peptide amino acid sequence and an MHC pseudo amino acid sequence, predict their binding affinity value. This is MHC class II binding data. (1) The peptide sequence is YGIAAENVIDVKLVD. The MHC is DRB1_0401 with pseudo-sequence DRB1_0401. The binding affinity (normalized) is 0.193. (2) The peptide sequence is DDRFGLALSHLNAMS. The MHC is DRB1_1301 with pseudo-sequence DRB1_1301. The binding affinity (normalized) is 0.689.